From a dataset of Peptide-MHC class I binding affinity with 185,985 pairs from IEDB/IMGT. Regression. Given a peptide amino acid sequence and an MHC pseudo amino acid sequence, predict their binding affinity value. This is MHC class I binding data. The peptide sequence is YRVRNVQTL. The MHC is HLA-B08:01 with pseudo-sequence HLA-B08:01. The binding affinity (normalized) is 0.0847.